This data is from Reaction yield outcomes from USPTO patents with 853,638 reactions. The task is: Predict the reaction yield, written as a fraction of the theoretical maximum amount of product (1.0 means a 100% yield; for example, 0.34 means a 34% yield). (1) The reactants are Br[C:2]1[CH:11]=[CH:10]C=C2[C:3]=1[CH:4]=[CH:5]C=[C:7]2[CH2:12][OH:13].CC1C=C(C(F)(F)F)C=CC=1B(O)O.C([O-])([O-])=O.[K+].[K+].[O:34]1CCO[CH2:36][CH2:35]1. The catalyst is CCOC(C)=O.C1C=CC([P]([Pd]([P](C2C=CC=CC=2)(C2C=CC=CC=2)C2C=CC=CC=2)([P](C2C=CC=CC=2)(C2C=CC=CC=2)C2C=CC=CC=2)[P](C2C=CC=CC=2)(C2C=CC=CC=2)C2C=CC=CC=2)(C2C=CC=CC=2)C2C=CC=CC=2)=CC=1.O. The product is [CH3:36][CH2:35][O:34][C:12]([CH3:7])=[O:13].[CH3:10][CH2:11][CH2:2][CH2:3][CH2:4][CH3:5]. The yield is 0.950. (2) The reactants are [CH3:1][NH:2][CH2:3][C:4]1[N:5]([CH3:13])[C:6]2[C:11]([CH:12]=1)=[CH:10][CH:9]=[CH:8][CH:7]=2.CNCC1C=CC2C(=CC=CC=2)C=1CCC.Cl.[O:31]=[C:32]1[NH:45][C:35]2=[N:36][CH:37]=[C:38](/[CH:40]=[CH:41]/[C:42](O)=[O:43])[CH:39]=[C:34]2[O:33]1.Cl.CN1CC2C=C(/C=C/C(O)=O)C=NC=2NC(=O)C1. No catalyst specified. The product is [CH3:1][N:2]([CH2:3][C:4]1[N:5]([CH3:13])[C:6]2[C:11]([CH:12]=1)=[CH:10][CH:9]=[CH:8][CH:7]=2)[C:42](=[O:43])/[CH:41]=[CH:40]/[C:38]1[CH:39]=[C:34]2[O:33][C:32](=[O:31])[NH:45][C:35]2=[N:36][CH:37]=1. The yield is 0.340. (3) The product is [NH2:21][C:16]1[CH:17]=[N:18][CH:19]=[CH:20][C:15]=1[CH:13]1[O:12][C:11]([CH3:25])([CH3:24])[CH:10]([OH:26])[CH:9]([O:8][Si:1]([C:4]([CH3:7])([CH3:6])[CH3:5])([CH3:2])[CH3:3])[CH2:14]1. The reactants are [Si:1]([O:8][CH:9]1[CH2:14][CH:13]([C:15]2[CH:20]=[CH:19][N:18]=[CH:17][C:16]=2[N+:21]([O-])=O)[O:12][C:11]([CH3:25])([CH3:24])[CH:10]1[OH:26])([C:4]([CH3:7])([CH3:6])[CH3:5])([CH3:3])[CH3:2]. The yield is 0.740. The catalyst is CO.[OH-].[Pd+2].[OH-]. (4) The reactants are [Cl:1][C:2]1[CH:7]=[C:6]([Cl:8])[CH:5]=[C:4]([Cl:9])[C:3]=1[N:10]1[C:14]2=[N:15][C:16]([CH2:20][C:21]3[CH:26]=[CH:25][C:24]([NH2:27])=[CH:23][CH:22]=3)=[N:17][C:18](=[O:19])[C:13]2=[C:12]([CH:28]([CH3:30])[CH3:29])[NH:11]1.[C:31](N1CCC[C@H]1C(O)=O)([O:33][C:34]([CH3:37])([CH3:36])[CH3:35])=[O:32].C([N:48]([CH2:51][CH3:52])[CH2:49][CH3:50])C.C[CH2:54][O:55]C(C)=O. The catalyst is CN(C=O)C. The product is [Cl:1][C:2]1[CH:7]=[C:6]([Cl:8])[CH:5]=[C:4]([Cl:9])[C:3]=1[N:10]1[C:14]2=[N:15][C:16]([CH2:20][C:21]3[CH:26]=[CH:25][C:24]([N:27]([C:31]([O:33][C:34]([CH3:37])([CH3:36])[CH3:35])=[O:32])[C:54](=[O:55])[C@@H:51]4[CH2:52][CH2:50][CH2:49][NH:48]4)=[CH:23][CH:22]=3)=[N:17][C:18](=[O:19])[C:13]2=[C:12]([CH:28]([CH3:30])[CH3:29])[NH:11]1. The yield is 0.800. (5) The reactants are [CH2:1](O)[CH2:2][CH2:3][CH2:4][CH2:5][CH2:6][CH2:7][CH2:8][CH2:9][CH:10]=[CH2:11].[C:13]1(=[O:23])[NH:17][C:16](=[O:18])[C:15]2=[CH:19][CH:20]=[CH:21][CH:22]=[C:14]12.C1(P(C2C=CC=CC=2)C2C=CC=CC=2)C=CC=CC=1.CCOC(/N=N/C(OCC)=O)=O. The catalyst is O1CCCC1. The product is [CH2:1]([N:17]1[C:13](=[O:23])[C:14]2[C:15](=[CH:19][CH:20]=[CH:21][CH:22]=2)[C:16]1=[O:18])[CH2:2][CH2:3][CH2:4][CH2:5][CH2:6][CH2:7][CH2:8][CH2:9][CH:10]=[CH2:11]. The yield is 0.660. (6) The reactants are [F:1][C:2]1[CH:3]=[C:4]([CH:9]2[CH2:13][O:12]C(=O)[NH:10]2)[CH:5]=[CH:6][C:7]=1[F:8].O.[OH-].[K+]. The catalyst is C(O)C. The product is [NH2:10][CH:9]([C:4]1[CH:5]=[CH:6][C:7]([F:8])=[C:2]([F:1])[CH:3]=1)[CH2:13][OH:12]. The yield is 0.870.